This data is from Full USPTO retrosynthesis dataset with 1.9M reactions from patents (1976-2016). The task is: Predict the reactants needed to synthesize the given product. (1) Given the product [Cl:1][C:2]1[N:7]([CH2:22][O:21][CH2:20][CH2:19][Si:16]([CH3:18])([CH3:17])[CH3:15])[C:6](=[O:8])[NH:5][C:4](=[O:9])[CH:3]=1, predict the reactants needed to synthesize it. The reactants are: [Cl:1][C:2]1[NH:7][C:6](=[O:8])[NH:5][C:4](=[O:9])[CH:3]=1.O.[Br-].[Li+].[H-].[Na+].[CH3:15][Si:16]([CH2:19][CH2:20][O:21][CH2:22]Cl)([CH3:18])[CH3:17].C(=O)([O-])[O-].[Na+].[Na+]. (2) Given the product [CH2:32]([C:7]1[C:8]2[S:12][C:11]3[C:13]([CH2:16][CH2:17][CH2:18][CH2:19][CH2:20][CH2:21][CH2:22][CH2:23][CH2:24][CH2:25][CH2:26][CH2:27][CH2:28][CH2:29][CH3:30])=[CH:14][S:15][C:10]=3[C:9]=2[S:31][C:6]=1[C:4]([OH:5])=[O:3])[CH2:33][CH2:34][CH2:35][CH2:36][CH2:37][CH2:38][CH2:39][CH2:40][CH2:41][CH2:42][CH2:43][CH2:44][CH2:45][CH3:46], predict the reactants needed to synthesize it. The reactants are: C([O:3][C:4]([C:6]1[S:31][C:9]2[C:10]3[S:15][CH:14]=[C:13]([CH2:16][CH2:17][CH2:18][CH2:19][CH2:20][CH2:21][CH2:22][CH2:23][CH2:24][CH2:25][CH2:26][CH2:27][CH2:28][CH2:29][CH3:30])[C:11]=3[S:12][C:8]=2[C:7]=1[CH2:32][CH2:33][CH2:34][CH2:35][CH2:36][CH2:37][CH2:38][CH2:39][CH2:40][CH2:41][CH2:42][CH2:43][CH2:44][CH2:45][CH3:46])=[O:5])C.[OH-].[Na+].O.Cl. (3) Given the product [CH:1]([O:4][C:5]1[CH:10]=[C:9]([NH2:11])[CH:8]=[CH:7][C:6]=1[N:14]1[CH2:19][CH2:18][N:17]([CH3:20])[CH2:16][CH2:15]1)([CH3:3])[CH3:2], predict the reactants needed to synthesize it. The reactants are: [CH:1]([O:4][C:5]1[CH:10]=[C:9]([N+:11]([O-])=O)[CH:8]=[CH:7][C:6]=1[N:14]1[CH2:19][CH2:18][N:17]([CH3:20])[CH2:16][CH2:15]1)([CH3:3])[CH3:2]. (4) Given the product [C:18]([O:22][C:23]([N:25]1[CH2:31][CH2:30][CH2:29][CH2:28][C@H:27]([NH:32][C:7]([C:6]2[CH:5]=[C:4]([C:10]3[CH:15]=[CH:14][C:13]([O:16][CH3:17])=[CH:12][CH:11]=3)[S:3][C:2]=2[NH2:1])=[O:9])[CH2:26]1)=[O:24])([CH3:21])([CH3:19])[CH3:20], predict the reactants needed to synthesize it. The reactants are: [NH2:1][C:2]1[S:3][C:4]([C:10]2[CH:15]=[CH:14][C:13]([O:16][CH3:17])=[CH:12][CH:11]=2)=[CH:5][C:6]=1[C:7]([OH:9])=O.[C:18]([O:22][C:23]([N:25]1[CH2:31][CH2:30][CH2:29][CH2:28][C@H:27]([NH2:32])[CH2:26]1)=[O:24])([CH3:21])([CH3:20])[CH3:19].F[P-](F)(F)(F)(F)F.N1(O[P+](N(C)C)(N(C)C)N(C)C)C2C=CC=CC=2N=N1.CN1CCOCC1. (5) Given the product [F:14][C:15]1[CH:23]=[CH:22][CH:21]=[C:20]2[C:16]=1[C:17]([CH2:25][NH:6][CH3:5])=[CH:18][N:19]2[CH3:24], predict the reactants needed to synthesize it. The reactants are: BrC1C=C[C:5](NCC(OC)=O)=[N:6]C=1.[F:14][C:15]1[CH:23]=[CH:22][CH:21]=[C:20]2[C:16]=1[C:17]([CH:25]=O)=[CH:18][N:19]2[CH3:24].CN1C2C(=CC=CC=2)C(C)=C1C=O. (6) Given the product [CH2:30]([O:32][CH2:33][CH2:34][O:35][C:36]1[CH:41]=[CH:40][C:39]([C:2]2[C:3]3[CH:10]=[C:9]([CH2:11][O:12][C:13]4[CH:14]=[CH:15][C:16]([C:19]5([CH2:24][C:25]([O:27][CH2:28][CH3:29])=[O:26])[CH2:22][C:21](=[O:23])[CH2:20]5)=[CH:17][CH:18]=4)[CH:8]=[CH:7][C:4]=3[S:5][CH:6]=2)=[C:38]([CH3:51])[CH:37]=1)[CH3:31], predict the reactants needed to synthesize it. The reactants are: Br[C:2]1[C:3]2[CH:10]=[C:9]([CH2:11][O:12][C:13]3[CH:18]=[CH:17][C:16]([C:19]4([CH2:24][C:25]([O:27][CH2:28][CH3:29])=[O:26])[CH2:22][C:21](=[O:23])[CH2:20]4)=[CH:15][CH:14]=3)[CH:8]=[CH:7][C:4]=2[S:5][CH:6]=1.[CH2:30]([O:32][CH2:33][CH2:34][O:35][C:36]1[CH:41]=[CH:40][C:39](B2OC(C)(C)C(C)(C)O2)=[C:38]([CH3:51])[CH:37]=1)[CH3:31].C(Cl)Cl. (7) Given the product [CH:25]([C:22]1[CH:23]=[CH:24][C:19]([C:12]2[CH:13]=[CH:14][C:9]([NH:8][C:6](=[O:7])[O:5][C:1]([CH3:4])([CH3:3])[CH3:2])=[CH:10][CH:11]=2)=[N:20][CH:21]=1)=[CH:26][CH2:27][CH2:28][CH2:29][CH2:30][CH3:31], predict the reactants needed to synthesize it. The reactants are: [C:1]([O:5][C:6]([NH:8][C:9]1[CH:14]=[CH:13][C:12](B(O)O)=[CH:11][CH:10]=1)=[O:7])([CH3:4])([CH3:3])[CH3:2].Br[C:19]1[CH:24]=[CH:23][C:22]([CH:25]=[CH:26][CH2:27][CH2:28][CH2:29][CH2:30][CH2:31]C)=[CH:21][N:20]=1.[O-]P([O-])([O-])=O.[K+].[K+].[K+]. (8) Given the product [CH:11]1([C:10]2[C:9]3[C:4](=[CH:5][C:6]([C:17]([OH:19])=[O:18])=[CH:7][CH:8]=3)[N:3]([CH2:21][C:22]([N:24]([CH3:26])[CH3:25])=[O:23])[C:2]=2[C:29]2[CH:30]=[CH:31][CH:32]=[CH:33][C:28]=2[F:27])[CH2:16][CH2:15][CH2:14][CH2:13][CH2:12]1, predict the reactants needed to synthesize it. The reactants are: Br[C:2]1[N:3]([CH2:21][C:22]([N:24]([CH3:26])[CH3:25])=[O:23])[C:4]2[C:9]([C:10]=1[CH:11]1[CH2:16][CH2:15][CH2:14][CH2:13][CH2:12]1)=[CH:8][CH:7]=[C:6]([C:17]([O:19]C)=[O:18])[CH:5]=2.[F:27][C:28]1[CH:33]=[CH:32][CH:31]=[CH:30][C:29]=1B(O)O. (9) Given the product [CH3:1][CH:2]([CH3:33])[C@H:3]([N:7]1[CH2:15][C:14]2[C:9](=[CH:10][C:11]([C:16]3[CH:21]=[CH:20][C:19]([NH:22][S:23]([CH:26]([CH3:31])[CH3:27])(=[O:25])=[O:24])=[CH:18][CH:17]=3)=[CH:12][CH:13]=2)[C:8]1=[O:32])[C:4]([OH:6])=[O:5], predict the reactants needed to synthesize it. The reactants are: [CH3:1][CH:2]([CH3:33])[C@H:3]([N:7]1[CH2:15][C:14]2[C:9](=[CH:10][C:11]([C:16]3[CH:21]=[CH:20][C:19]([NH:22][S:23]([C:26]4[CH:31]=CC=C[CH:27]=4)(=[O:25])=[O:24])=[CH:18][CH:17]=3)=[CH:12][CH:13]=2)[C:8]1=[O:32])[C:4]([OH:6])=[O:5].CC(C)[C@H](N1CC2C(=CC(C3C=CC(NS(C(C)C)(=O)=O)=CC=3)=CC=2)C1=O)C(OC)=O.